This data is from CYP2C9 inhibition data for predicting drug metabolism from PubChem BioAssay. The task is: Regression/Classification. Given a drug SMILES string, predict its absorption, distribution, metabolism, or excretion properties. Task type varies by dataset: regression for continuous measurements (e.g., permeability, clearance, half-life) or binary classification for categorical outcomes (e.g., BBB penetration, CYP inhibition). Dataset: cyp2c9_veith. (1) The molecule is O=C(c1ccco1)N1CCC2(CCN(Cc3nccs3)CC2)CC1. The result is 0 (non-inhibitor). (2) The molecule is Cc1ccc(-n2c(O)c(/C=N/n3cnnc3)c3ccccc3c2=O)cc1. The result is 1 (inhibitor).